This data is from Reaction yield outcomes from USPTO patents with 853,638 reactions. The task is: Predict the reaction yield, written as a fraction of the theoretical maximum amount of product (1.0 means a 100% yield; for example, 0.34 means a 34% yield). (1) The reactants are [F:1][C:2]1[CH:7]=[CH:6][CH:5]=[C:4]([F:8])[C:3]=1[N:9]1[C:14]2[N:15]=[C:16]([NH:27][CH2:28][CH2:29][NH2:30])[N:17]=[C:18]([C:19]3[CH:24]=[CH:23][C:22]([F:25])=[CH:21][C:20]=3[CH3:26])[C:13]=2[CH:12]=[CH:11][C:10]1=[O:31].[CH2:32]([N:34]=[C:35]=[O:36])[CH3:33]. The catalyst is C1COCC1.C(Cl)Cl. The product is [F:1][C:2]1[CH:7]=[CH:6][CH:5]=[C:4]([F:8])[C:3]=1[N:9]1[C:14]2[N:15]=[C:16]([NH:27][CH2:28][CH2:29][NH:30][C:35]([NH:34][CH2:32][CH3:33])=[O:36])[N:17]=[C:18]([C:19]3[CH:24]=[CH:23][C:22]([F:25])=[CH:21][C:20]=3[CH3:26])[C:13]=2[CH:12]=[CH:11][C:10]1=[O:31]. The yield is 0.604. (2) The reactants are [NH2:1][C:2]1[CH:10]=[C:9]([O:11][CH3:12])[C:8]([O:13][CH3:14])=[CH:7][C:3]=1[C:4]([OH:6])=O.N1[CH:19]=[CH:18]N=C1.C(Cl)(=O)C.Cl.[NH2:25][CH:26]1[CH2:31][CH2:30][C:29](=[O:32])[NH:28][C:27]1=[O:33].P(OC1C=CC=CC=1)(OC1C=CC=CC=1)OC1C=CC=CC=1. The catalyst is C(#N)C.C(=O)([O-])O.[Na+].O. The product is [CH3:14][O:13][C:8]1[CH:7]=[C:3]2[C:2](=[CH:10][C:9]=1[O:11][CH3:12])[N:1]=[C:18]([CH3:19])[N:25]([CH:26]1[CH2:31][CH2:30][C:29](=[O:32])[NH:28][C:27]1=[O:33])[C:4]2=[O:6]. The yield is 0.680. (3) The reactants are [NH2:1][C:2]1[CH:7]=[C:6]([C:8]([F:11])([F:10])[F:9])[CH:5]=[CH:4][C:3]=1[OH:12].[Br:13][C:14]1[CH:19]=[CH:18][C:17]([N:20]=[C:21]=S)=[C:16]([F:23])[CH:15]=1.Cl.CN(C)CCCN=C=NCC. The catalyst is C(O)C. The product is [Br:13][C:14]1[CH:19]=[CH:18][C:17]([NH:20][C:21]2[O:12][C:3]3[CH:4]=[CH:5][C:6]([C:8]([F:9])([F:10])[F:11])=[CH:7][C:2]=3[N:1]=2)=[C:16]([F:23])[CH:15]=1. The yield is 0.180. (4) The reactants are [OH:1][C:2]1C=C[C:5]([CH:6]=O)=[CH:4][C:3]=1OC.C(O)(=O)CC(O)=O.Br[CH:20]([CH3:32])[CH2:21][C:22]1[CH:27]=[C:26](OC)[C:25](OC)=[CH:24][CH:23]=1.C1(P(C2C=CC=CC=2)C2C=CC=CC=2)C=CC=CC=1.N1CCCCC1. The catalyst is C([O-])(=O)C.[Pd+2].C([O-])(=O)C.CN(C=O)C. The product is [OH:1][C:2]1[CH:3]=[CH:4][CH:5]=[CH:6][C:32]=1[CH:20]=[CH:21][C:22]1[CH:23]=[CH:24][CH:25]=[CH:26][CH:27]=1. The yield is 0.250. (5) The reactants are [Br:1][C:2]1[C:10]2[C:5](=[N:6][CH:7]=[N:8][C:9]=2[NH2:11])[NH:4][N:3]=1.O[C@H:13]1[CH2:18][CH2:17][CH2:16][N:15]([C:19]([O:21][C:22]([CH3:25])([CH3:24])[CH3:23])=[O:20])[CH2:14]1.C1(P(C2C=CC=CC=2)C2C=CC=CC=2)C=CC=CC=1.CCOC(/N=N/C(OCC)=O)=O. The catalyst is C1COCC1.CCOC(C)=O. The product is [NH2:11][C:9]1[N:8]=[CH:7][N:6]=[C:5]2[N:4]([C@@H:17]3[CH2:18][CH2:13][CH2:14][N:15]([C:19]([O:21][C:22]([CH3:25])([CH3:24])[CH3:23])=[O:20])[CH2:16]3)[N:3]=[C:2]([Br:1])[C:10]=12. The yield is 1.00. (6) The reactants are [C:1]([O:5][C:6]([N:8]1[CH2:12][C:11]([F:14])([F:13])[CH2:10][CH:9]1[C:15](O)=[O:16])=[O:7])([CH3:4])([CH3:3])[CH3:2]. The catalyst is O1CCCC1. The product is [C:1]([O:5][C:6]([N:8]1[CH2:12][C:11]([F:13])([F:14])[CH2:10][C@H:9]1[CH2:15][OH:16])=[O:7])([CH3:4])([CH3:3])[CH3:2]. The yield is 0.840. (7) The reactants are [O:1]=[C:2]1[CH2:11][C:10]2[C:9]([N:12]3[CH2:17][CH2:16][N:15]([CH2:18][CH2:19][CH2:20][CH2:21][O:22][C:23]4[N:32]=[C:31]5[C:26]([CH2:27][CH2:28][C:29](=[O:33])[NH:30]5)=[CH:25][CH:24]=4)[CH2:14][CH2:13]3)=[CH:8][CH:7]=[CH:6][C:5]=2[CH2:4][CH2:3]1.[BH4-].[Na+]. The catalyst is CO. The product is [OH:1][CH:2]1[CH2:11][C:10]2[C:9]([N:12]3[CH2:13][CH2:14][N:15]([CH2:18][CH2:19][CH2:20][CH2:21][O:22][C:23]4[N:32]=[C:31]5[C:26]([CH2:27][CH2:28][C:29](=[O:33])[NH:30]5)=[CH:25][CH:24]=4)[CH2:16][CH2:17]3)=[CH:8][CH:7]=[CH:6][C:5]=2[CH2:4][CH2:3]1. The yield is 0.670.